The task is: Predict the reactants needed to synthesize the given product.. This data is from Full USPTO retrosynthesis dataset with 1.9M reactions from patents (1976-2016). (1) The reactants are: C([O:8][C:9]1[C:14](=[O:15])[N:13]([CH3:16])[C:12]([NH:17][S:18]([CH2:21][C:22]2[CH:27]=[CH:26][C:25]([CH3:28])=[CH:24][CH:23]=2)(=[O:20])=[O:19])=[N:11][C:10]=1[C:29]([NH:31][CH3:32])=[O:30])C1C=CC=CC=1.CO. Given the product [CH3:32][NH:31][C:29]([C:10]1[N:11]=[C:12]([NH:17][S:18]([CH2:21][C:22]2[CH:23]=[CH:24][C:25]([CH3:28])=[CH:26][CH:27]=2)(=[O:20])=[O:19])[N:13]([CH3:16])[C:14](=[O:15])[C:9]=1[OH:8])=[O:30], predict the reactants needed to synthesize it. (2) Given the product [Cl:1][C:2]1[CH:3]=[C:4]([NH2:20])[C:5]([NH2:6])=[CH:7][C:8]=1[O:9][C:10]1[CH:15]=[CH:14][C:13]([C:16]([F:19])([F:17])[F:18])=[CH:12][CH:11]=1, predict the reactants needed to synthesize it. The reactants are: [Cl:1][C:2]1[C:8]([O:9][C:10]2[CH:15]=[CH:14][C:13]([C:16]([F:19])([F:18])[F:17])=[CH:12][CH:11]=2)=[CH:7][C:5]([NH2:6])=[C:4]([N+:20]([O-])=O)[CH:3]=1.Cl. (3) Given the product [CH2:25]([N:27]([CH2:41][CH2:42][C:43]1[CH:47]=[CH:46][N:45]([C:2]2[CH:7]=[CH:6][C:5]([F:8])=[CH:4][CH:3]=2)[N:44]=1)[C:28](=[O:40])[C:29]1[CH:34]=[CH:33][CH:32]=[CH:31][C:30]=1[N:35]1[N:39]=[CH:38][CH:37]=[N:36]1)[CH3:26], predict the reactants needed to synthesize it. The reactants are: Br[C:2]1[CH:7]=[CH:6][C:5]([F:8])=[CH:4][CH:3]=1.CN[C@@H]1CCCC[C@H]1NC.C(=O)([O-])[O-].[Cs+].[Cs+].[CH2:25]([N:27]([CH2:41][CH2:42][C:43]1[CH:47]=[CH:46][NH:45][N:44]=1)[C:28](=[O:40])[C:29]1[CH:34]=[CH:33][CH:32]=[CH:31][C:30]=1[N:35]1[N:39]=[CH:38][CH:37]=[N:36]1)[CH3:26]. (4) Given the product [CH3:1][O:2][C:3]1[CH:8]=[CH:7][N:6]=[C:5]([CH2:9][CH2:10][C:11]2[NH:20][C:14]3=[N:15][CH:16]=[C:17]([C:24]4[CH:25]=[CH:26][N:21]=[CH:22][CH:23]=4)[CH:18]=[C:13]3[N:12]=2)[CH:4]=1, predict the reactants needed to synthesize it. The reactants are: [CH3:1][O:2][C:3]1[CH:8]=[CH:7][N:6]=[C:5]([CH2:9][CH2:10][C:11]2[NH:20][C:14]3=[N:15][CH:16]=[C:17](I)[CH:18]=[C:13]3[N:12]=2)[CH:4]=1.[N:21]1[CH:26]=[CH:25][C:24](B2OC(C)(C)C(C)(C)O2)=[CH:23][CH:22]=1. (5) Given the product [F:1][C:2]1[CH:3]=[CH:4][C:5]([CH2:8][CH2:9][CH2:10][OH:11])=[CH:6][CH:7]=1, predict the reactants needed to synthesize it. The reactants are: [F:1][C:2]1[CH:7]=[CH:6][C:5]([CH2:8][CH2:9][C:10](O)=[O:11])=[CH:4][CH:3]=1.B.O.C(=O)([O-])[O-].[K+].[K+]. (6) Given the product [C:1]([N:4]([CH3:20])[C:5]1[CH:6]=[CH:7][C:8]([NH:11][C:12]([N:35]2[CH2:36][CH2:37][N:32]([C:29]3[S:30][CH:31]=[C:27]([C:21]4[CH:26]=[CH:25][CH:24]=[CH:23][CH:22]=4)[N:28]=3)[CH2:33][CH2:34]2)=[O:19])=[CH:9][CH:10]=1)(=[O:3])[CH3:2], predict the reactants needed to synthesize it. The reactants are: [C:1]([N:4]([CH3:20])[C:5]1[CH:10]=[CH:9][C:8]([NH:11][C:12](=[O:19])OCC(Cl)(Cl)Cl)=[CH:7][CH:6]=1)(=[O:3])[CH3:2].[C:21]1([C:27]2[N:28]=[C:29]([N:32]3[CH2:37][CH2:36][NH:35][CH2:34][CH2:33]3)[S:30][CH:31]=2)[CH:26]=[CH:25][CH:24]=[CH:23][CH:22]=1.C(N(C(C)C)CC)(C)C.CS(C)=O. (7) Given the product [OH:8][CH2:7][CH2:6][CH:5]([N:9]1[C:13]2[CH:14]=[CH:15][CH:16]=[CH:17][C:12]=2[N:11]([CH2:18][C:19]2[C:20]3[C:27]([CH3:28])=[CH:26][CH:25]=[CH:24][C:21]=3[S:22][CH:23]=2)[C:10]1=[O:29])[CH2:4][C:3]([OH:30])=[O:2], predict the reactants needed to synthesize it. The reactants are: C[O:2][C:3](=[O:30])[CH2:4][CH:5]([N:9]1[C:13]2[CH:14]=[CH:15][CH:16]=[CH:17][C:12]=2[N:11]([CH2:18][C:19]2[C:20]3[C:27]([CH3:28])=[CH:26][CH:25]=[CH:24][C:21]=3[S:22][CH:23]=2)[C:10]1=[O:29])[CH2:6][CH2:7][OH:8].CC1C2C(CN3C4C=CC=CC=4N(C4CCOC(=O)C4)C3=O)=CSC=2C=CC=1.[OH-].[Na+].Cl. (8) Given the product [F:11][C:12]1[CH:13]=[CH:14][C:15]([CH:18]([CH2:25][CH:24]=[CH2:23])[C:19]([OH:21])=[O:20])=[CH:16][CH:17]=1, predict the reactants needed to synthesize it. The reactants are: C[Si]([N-][Si](C)(C)C)(C)C.[Na+].[F:11][C:12]1[CH:17]=[CH:16][C:15]([CH2:18][C:19]([OH:21])=[O:20])=[CH:14][CH:13]=1.Br[CH2:23][CH:24]=[CH2:25]. (9) Given the product [Cl:1][CH2:2][CH:3]1[C:11]2[C:10]3[CH:12]=[CH:13][C:14]([S:16]([NH:19][CH2:20][CH2:21][OH:22])(=[O:17])=[O:18])=[CH:15][C:9]=3[C:8]([N+:23]([O-:25])=[O:24])=[CH:7][C:6]=2[N:5]([C:34](=[O:35])/[CH:33]=[CH:32]/[C:31]2[CH:37]=[CH:38][C:28]([O:27][CH3:26])=[CH:29][CH:30]=2)[CH2:4]1, predict the reactants needed to synthesize it. The reactants are: [Cl:1][CH2:2][CH:3]1[C:11]2[C:10]3[CH:12]=[CH:13][C:14]([S:16]([NH:19][CH2:20][CH2:21][OH:22])(=[O:18])=[O:17])=[CH:15][C:9]=3[C:8]([N+:23]([O-:25])=[O:24])=[CH:7][C:6]=2[NH:5][CH2:4]1.[CH3:26][O:27][C:28]1[CH:38]=[CH:37][C:31](/[CH:32]=[CH:33]/[C:34](O)=[O:35])=[CH:30][CH:29]=1.CCN=C=NCCCN(C)C.CC1C=CC(S(O)(=O)=O)=CC=1. (10) Given the product [Cl:44][C:45]1[N:50]=[C:49]([C:2]2[S:20][C:5]3[C:6]([CH3:19])([CH3:18])[N:7]([CH2:10][CH2:11][N:12]4[CH2:17][CH2:16][O:15][CH2:14][CH2:13]4)[C:8](=[O:9])[C:4]=3[CH:3]=2)[C:48]([CH3:52])=[CH:47][N:46]=1, predict the reactants needed to synthesize it. The reactants are: Br[C:2]1[S:20][C:5]2[C:6]([CH3:19])([CH3:18])[N:7]([CH2:10][CH2:11][N:12]3[CH2:17][CH2:16][O:15][CH2:14][CH2:13]3)[C:8](=[O:9])[C:4]=2[CH:3]=1.B1(B2OC(C)(C)C(C)(C)O2)OC(C)(C)C(C)(C)O1.C([O-])(=O)C.[K+].[Cl:44][C:45]1[N:50]=[C:49](Cl)[C:48]([CH3:52])=[CH:47][N:46]=1.C(=O)([O-])[O-].[K+].[K+].